This data is from Reaction yield outcomes from USPTO patents with 853,638 reactions. The task is: Predict the reaction yield, written as a fraction of the theoretical maximum amount of product (1.0 means a 100% yield; for example, 0.34 means a 34% yield). The reactants are [F:1][C:2]1[CH:3]=[C:4]2[C:8](=[CH:9][CH:10]=1)[N:7]([CH2:11][C:12]([O:14]C)=[O:13])[C:6]([CH3:16])=[C:5]2[CH2:17][C:18]1[CH:23]=[CH:22][C:21](=[O:24])[NH:20][N:19]=1.BrCC[CH2:28][C:29]([F:32])([F:31])[F:30].[Li+].[OH-]. No catalyst specified. The product is [F:1][C:2]1[CH:3]=[C:4]2[C:8](=[CH:9][CH:10]=1)[N:7]([CH2:11][C:12]([OH:14])=[O:13])[C:6]([CH3:16])=[C:5]2[CH2:17][C:18]1[CH:23]=[CH:22][C:21](=[O:24])[N:20]([CH2:28][C:29]([F:32])([F:31])[F:30])[N:19]=1. The yield is 0.365.